This data is from Catalyst prediction with 721,799 reactions and 888 catalyst types from USPTO. The task is: Predict which catalyst facilitates the given reaction. (1) The catalyst class is: 232. Product: [C:9]([N:8]([C:5]1[CH:4]=[CH:3][C:2]([Cl:1])=[CH:7][CH:6]=1)[C@H:12]1[C:21]2[C:16](=[CH:17][CH:18]=[CH:19][CH:20]=2)[N:15]([C:22]([C:23]2[CH:24]=[CH:25][C:26]([C:29]([NH2:30])=[O:37])=[CH:27][CH:28]=2)=[O:31])[C@@H:14]([CH3:32])[CH2:13]1)(=[O:11])[CH3:10]. Reactant: [Cl:1][C:2]1[CH:7]=[CH:6][C:5]([N:8]([C@H:12]2[C:21]3[C:16](=[CH:17][CH:18]=[CH:19][CH:20]=3)[N:15]([C:22](=[O:31])[C:23]3[CH:28]=[CH:27][C:26]([C:29]#[N:30])=[CH:25][CH:24]=3)[C@@H:14]([CH3:32])[CH2:13]2)[C:9](=[O:11])[CH3:10])=[CH:4][CH:3]=1.[OH-].[K+].C([OH:37])C.Cl. (2) Reactant: CN(C=O)C.FC(F)(F)C(O)=O.[F:13][C:14]1[C:19]([CH3:20])=[CH:18][C:17]([NH:21][C:22]2[N:27]=[C:26]([NH:28][C:29]3[CH:30]=[CH:31][C:32]4[O:36][C:35](=[O:37])[NH:34][C:33]=4[CH:38]=3)[C:25]([CH3:39])=[CH:24][N:23]=2)=[CH:16][C:15]=1[O:40][CH3:41].C([O-])([O-])=O.[Cs+].[Cs+].[P:48]([O:60][CH2:61]Cl)([O:55][C:56]([CH3:59])([CH3:58])[CH3:57])([O:50][C:51]([CH3:54])([CH3:53])[CH3:52])=[O:49]. Product: [P:48]([O:60][CH2:61][N:34]1[C:33]2[CH:38]=[C:29]([NH:28][C:26]3[C:25]([CH3:39])=[CH:24][N:23]=[C:22]([NH:21][C:17]4[CH:18]=[C:19]([CH3:20])[C:14]([F:13])=[C:15]([O:40][CH3:41])[CH:16]=4)[N:27]=3)[CH:30]=[CH:31][C:32]=2[O:36][C:35]1=[O:37])([O:50][C:51]([CH3:54])([CH3:53])[CH3:52])([O:55][C:56]([CH3:57])([CH3:58])[CH3:59])=[O:49]. The catalyst class is: 6. (3) Reactant: [Cl:1][C:2]1[CH:8]=[CH:7][C:5]([NH2:6])=[C:4]([F:9])[CH:3]=1.[CH3:10][C:11](OC(C)=O)=[O:12]. Product: [Cl:1][C:2]1[CH:8]=[CH:7][C:5]([NH:6][C:11](=[O:12])[CH3:10])=[C:4]([F:9])[CH:3]=1. The catalyst class is: 52. (4) Reactant: [OH:1][CH:2]1[C:6]2([CH2:11][CH2:10][N:9]([C:12]([O:14][C:15]([CH3:18])([CH3:17])[CH3:16])=[O:13])[CH2:8][CH2:7]2)[C:5](=[O:19])[N:4]([C:20]2[CH2:21][O:22][C:23](=[O:26])[C:24]=2[CH3:25])[CH2:3]1.C(=O)(O)[O-].[Na+].CC(OI1(OC(C)=O)(OC(C)=O)OC(=O)C2C1=CC=CC=2)=O. Product: [CH3:25][C:24]1[C:23](=[O:26])[O:22][CH2:21][C:20]=1[N:4]1[CH2:3][C:2](=[O:1])[C:6]2([CH2:7][CH2:8][N:9]([C:12]([O:14][C:15]([CH3:18])([CH3:17])[CH3:16])=[O:13])[CH2:10][CH2:11]2)[C:5]1=[O:19]. The catalyst class is: 2. (5) Reactant: O[C:2]1[C:11]2[C:6](=[CH:7][CH:8]=[CH:9][CH:10]=2)[N:5]([C:12]2[CH:17]=[CH:16][CH:15]=[CH:14][CH:13]=2)C(=O)[C:3]=1[C:19](=O)[CH2:20][C:21]1[CH:26]=[CH:25][CH:24]=[CH:23][CH:22]=1.O.[NH2:29][NH2:30].[C:31](=[O:34])([O-])O.[Na+]. Product: [CH2:20]([C:19]1[C:3]2[C:31](=[O:34])[N:5]([C:12]3[CH:17]=[CH:16][CH:15]=[CH:14][CH:13]=3)[C:6]3[CH:7]=[CH:8][CH:9]=[CH:10][C:11]=3[C:2]=2[NH:30][N:29]=1)[C:21]1[CH:26]=[CH:25][CH:24]=[CH:23][CH:22]=1. The catalyst class is: 3.